From a dataset of Forward reaction prediction with 1.9M reactions from USPTO patents (1976-2016). Predict the product of the given reaction. (1) Given the reactants [OH-].[Na+].[Cl:3][CH2:4][C:5](Cl)=[O:6].Cl.Cl.[CH3:10][N:11]1[CH:15]=[N:14][C:13]([C:16]2[CH:17]=[CH:18][C:19]([C:22]3[CH2:23][CH2:24][NH:25][CH2:26][CH:27]=3)=[N:20][CH:21]=2)=[N:12]1, predict the reaction product. The product is: [Cl:3][CH2:4][C:5]([N:25]1[CH2:24][CH2:23][C:22]([C:19]2[CH:18]=[CH:17][C:16]([C:13]3[N:14]=[CH:15][N:11]([CH3:10])[N:12]=3)=[CH:21][N:20]=2)=[CH:27][CH2:26]1)=[O:6]. (2) Given the reactants [CH2:1]([O:3][CH:4]([O:10][CH2:11][CH3:12])[C:5](OCC)=O)[CH3:2].[Na].Cl.[NH2:15][C:16]([NH2:18])=[S:17].C[O-].[Na+].[CH2:22](Br)[C:23]1[CH:28]=[CH:27][CH:26]=[CH:25][CH:24]=1.[CH3:30][CH2:31][OH:32], predict the reaction product. The product is: [CH2:22]([S:17][C:16]1[N:18]=[C:31]([OH:32])[CH:30]=[C:5]([CH:4]([O:3][CH2:1][CH3:2])[O:10][CH2:11][CH3:12])[N:15]=1)[C:23]1[CH:28]=[CH:27][CH:26]=[CH:25][CH:24]=1. (3) The product is: [CH3:27][C:8]1([CH3:28])[C:7]2[C:12](=[CH:13][CH:14]=[C:5]([C:3]([OH:4])=[O:2])[CH:6]=2)[NH:11][CH:10]([C:15]2[CH:20]=[CH:19][CH:18]=[C:17]([N:21]3[CH2:26][CH2:25][O:24][CH2:23][CH2:22]3)[CH:16]=2)[CH2:9]1. Given the reactants C[O:2][C:3]([C:5]1[CH:6]=[C:7]2[C:12](=[CH:13][CH:14]=1)[NH:11][CH:10]([C:15]1[CH:20]=[CH:19][CH:18]=[C:17]([N:21]3[CH2:26][CH2:25][O:24][CH2:23][CH2:22]3)[CH:16]=1)[CH2:9][C:8]2([CH3:28])[CH3:27])=[O:4].[OH-].[Na+], predict the reaction product. (4) The product is: [CH2:9]([O:11][C@@H:12]([CH2:17][C:18]1[CH:19]=[N:20][C:21]([C:24]2[CH:29]=[CH:28][CH:27]=[C:26]([N:30]([CH3:43])[C:31]([NH:8][CH2:1][CH2:2][CH2:3][CH2:4][CH2:5][CH2:6][CH3:7])=[O:32])[CH:25]=2)=[CH:22][CH:23]=1)[C:13]([O:15][CH3:16])=[O:14])[CH3:10]. Given the reactants [CH2:1]([NH2:8])[CH2:2][CH2:3][CH2:4][CH2:5][CH2:6][CH3:7].[CH2:9]([O:11][C@@H:12]([CH2:17][C:18]1[CH:19]=[N:20][C:21]([C:24]2[CH:29]=[CH:28][CH:27]=[C:26]([N:30]([CH3:43])[C:31](OC3C=CC([N+]([O-])=O)=CC=3)=[O:32])[CH:25]=2)=[CH:22][CH:23]=1)[C:13]([O:15][CH3:16])=[O:14])[CH3:10].O, predict the reaction product. (5) Given the reactants C(O)(C(F)(F)F)=O.[Cl:8][C:9]1[CH:14]=[CH:13][C:12]([CH2:15][CH2:16][N:17]([CH2:23]OC)[CH2:18][Si](C)(C)C)=[CH:11][CH:10]=1.[Cl:26][C:27]1[CH:28]=[C:29]([N:34]2[C:38](=[O:39])[CH2:37][CH2:36][C:35]2=[O:40])[CH:30]=[C:31]([Cl:33])[CH:32]=1, predict the reaction product. The product is: [Cl:8][C:9]1[CH:10]=[CH:11][C:12]([CH2:15][CH2:16][N:17]2[CH2:18][CH:37]3[C:38](=[O:39])[N:34]([C:29]4[CH:28]=[C:27]([Cl:26])[CH:32]=[C:31]([Cl:33])[CH:30]=4)[C:35](=[O:40])[CH:36]3[CH2:23]2)=[CH:13][CH:14]=1. (6) Given the reactants [C:1]([OH:5])(=[O:4])[CH2:2][CH3:3].[OH-].[CH2:7]([N+:9]([CH2:12][CH2:13][O:14][CH3:15])([CH3:11])[CH3:10])[CH3:8], predict the reaction product. The product is: [C:1]([O-:5])(=[O:4])[CH2:2][CH3:3].[CH2:7]([N+:9]([CH2:12][CH2:13][O:14][CH3:15])([CH3:11])[CH3:10])[CH3:8].